Dataset: Peptide-MHC class I binding affinity with 185,985 pairs from IEDB/IMGT. Task: Regression. Given a peptide amino acid sequence and an MHC pseudo amino acid sequence, predict their binding affinity value. This is MHC class I binding data. (1) The peptide sequence is ITLWQRPIV. The MHC is HLA-B18:01 with pseudo-sequence HLA-B18:01. The binding affinity (normalized) is 0.288. (2) The binding affinity (normalized) is 0.454. The MHC is HLA-A29:02 with pseudo-sequence HLA-A29:02. The peptide sequence is DTSNPKTPKY. (3) The peptide sequence is FQPQNGCFI. The MHC is H-2-Db with pseudo-sequence H-2-Db. The binding affinity (normalized) is 0.761. (4) The peptide sequence is TLVPVLEKK. The MHC is HLA-A33:01 with pseudo-sequence HLA-A33:01. The binding affinity (normalized) is 0.117. (5) The peptide sequence is ATAQMALQL. The MHC is Mamu-A01 with pseudo-sequence Mamu-A01. The binding affinity (normalized) is 0.714.